This data is from Reaction yield outcomes from USPTO patents with 853,638 reactions. The task is: Predict the reaction yield, written as a fraction of the theoretical maximum amount of product (1.0 means a 100% yield; for example, 0.34 means a 34% yield). The reactants are [NH:1]1[C:10]2[C:5](=[CH:6][CH:7]=[CH:8][CH:9]=2)[CH2:4][CH2:3][CH2:2]1.C(N(CC)CC)C.[O:18](C(C(F)(F)F)=O)[C:19]([C:21]([F:24])([F:23])[F:22])=O.O. The catalyst is CCOCC. The product is [F:22][C:21]([F:24])([F:23])[C:19]([N:1]1[C:10]2[C:5](=[CH:6][CH:7]=[CH:8][CH:9]=2)[CH2:4][CH2:3][CH2:2]1)=[O:18]. The yield is 0.980.